From a dataset of Forward reaction prediction with 1.9M reactions from USPTO patents (1976-2016). Predict the product of the given reaction. (1) Given the reactants [F:1][CH:2]([F:25])[C:3]1[N:8]2[N:9]=[CH:10][C:11]([C:12](O)=[O:13])=[C:7]2[N:6]=[C:5]([C:15]2[CH:20]=[CH:19][C:18]([C:21]([F:24])([F:23])[F:22])=[CH:17][CH:16]=2)[CH:4]=1.[NH2:26][C:27]1[CH:28]=[C:29]([S:33]([NH:36][CH:37]([CH3:39])[CH3:38])(=[O:35])=[O:34])[CH:30]=[CH:31][CH:32]=1, predict the reaction product. The product is: [CH:37]([NH:36][S:33]([C:29]1[CH:28]=[C:27]([NH:26][C:12]([C:11]2[CH:10]=[N:9][N:8]3[C:3]([CH:2]([F:25])[F:1])=[CH:4][C:5]([C:15]4[CH:20]=[CH:19][C:18]([C:21]([F:24])([F:22])[F:23])=[CH:17][CH:16]=4)=[N:6][C:7]=23)=[O:13])[CH:32]=[CH:31][CH:30]=1)(=[O:35])=[O:34])([CH3:39])[CH3:38]. (2) Given the reactants Cl[CH2:2][CH2:3][O:4][C:5]1[CH:13]=[C:12]2[C:8]([C:9]([C:28]#[N:29])=[C:10]([C:16]3[CH:21]=[CH:20][C:19]([NH:22][C:23]([CH:25]4[CH2:27][CH2:26]4)=[O:24])=[CH:18][CH:17]=3)[N:11]2[CH2:14][CH3:15])=[CH:7][CH:6]=1.[Na+].[I-].C([O-])([O-])=O.[K+].[K+].[NH:38]1[CH:42]=[CH:41][N:40]=[CH:39]1, predict the reaction product. The product is: [C:28]([C:9]1[C:8]2[C:12](=[CH:13][C:5]([O:4][CH2:3][CH2:2][N:38]3[CH:42]=[CH:41][N:40]=[CH:39]3)=[CH:6][CH:7]=2)[N:11]([CH2:14][CH3:15])[C:10]=1[C:16]1[CH:21]=[CH:20][C:19]([NH:22][C:23]([CH:25]2[CH2:27][CH2:26]2)=[O:24])=[CH:18][CH:17]=1)#[N:29]. (3) The product is: [NH2:18][C:12]1[CH:11]=[C:10]2[C:15]([CH2:16][CH2:17][N:8]([C:3]3[CH:4]=[N:5][CH:6]=[CH:7][C:2]=3[CH3:1])[C:9]2=[O:21])=[CH:14][CH:13]=1. Given the reactants [CH3:1][C:2]1[CH:7]=[CH:6][N:5]=[CH:4][C:3]=1[N:8]1[CH2:17][CH2:16][C:15]2[C:10](=[CH:11][C:12]([N+:18]([O-])=O)=[CH:13][CH:14]=2)[C:9]1=[O:21], predict the reaction product. (4) Given the reactants [CH2:1]([C:3]1[O:4][C:5]([C:23]2[CH:28]=[CH:27][CH:26]=[CH:25][CH:24]=2)=[CH:6][C:7]=1[CH:8]([NH:13][C:14]1[CH:22]=[CH:21][C:17](C(O)=O)=[CH:16][CH:15]=1)[CH2:9][CH:10]([CH3:12])[CH3:11])[CH3:2].[CH3:29][NH:30][CH2:31][CH2:32][C:33]([O:35]CC)=[O:34].Cl.C(N=C=NCCCN(C)C)C.O.[OH:51][C:52]1C2N=NNC=2C=CC=1, predict the reaction product. The product is: [CH2:1]([C:3]1[O:4][C:5]([C:23]2[CH:24]=[CH:25][CH:26]=[CH:27][CH:28]=2)=[CH:6][C:7]=1[CH:8]([NH:13][C:14]1[CH:22]=[CH:21][C:17]([C:52]([N:30]([CH3:29])[CH2:31][CH2:32][C:33]([OH:35])=[O:34])=[O:51])=[CH:16][CH:15]=1)[CH2:9][CH:10]([CH3:12])[CH3:11])[CH3:2]. (5) The product is: [N+:22](=[C:21]1[C:20](=[O:24])[C:19]2[C:14](=[CH:15][CH:16]=[C:17]([O:25][CH3:26])[CH:18]=2)[O:13][C:12]1([CH2:11][CH2:10][CH2:9][OH:8])[CH3:27])=[N-:23]. Given the reactants [Si]([O:8][CH2:9][CH2:10][CH2:11][C:12]1([CH3:27])[C:21](=[N+:22]=[N-:23])[C:20](=[O:24])[C:19]2[C:14](=[CH:15][CH:16]=[C:17]([O:25][CH3:26])[CH:18]=2)[O:13]1)(C(C)(C)C)(C)C.C1COCC1.CCCC[N+](CCCC)(CCCC)CCCC.[F-].CCOC(C)=O, predict the reaction product. (6) Given the reactants [CH2:1]([N:3]1[C:7]([C:8]([OH:10])=O)=[CH:6][C:5]([CH3:11])=[N:4]1)[CH3:2].F[P-](F)(F)(F)(F)F.CN(C(ON1C2=NC=CC=C2N=N1)=[N+](C)C)C.[NH:36]1[C:44]2[C:39](=[C:40]([C:45]3[CH:46]=[C:47]([NH2:54])[C:48]4[CH:49]=[N:50][NH:51][C:52]=4[CH:53]=3)[CH:41]=[CH:42][CH:43]=2)[CH:38]=[CH:37]1, predict the reaction product. The product is: [CH2:1]([N:3]1[C:7]([C:8]([NH:54][C:47]2[CH:46]=[C:45]([C:40]3[CH:41]=[CH:42][CH:43]=[C:44]4[C:39]=3[CH:38]=[CH:37][NH:36]4)[CH:53]=[C:52]3[C:48]=2[CH:49]=[N:50][NH:51]3)=[O:10])=[CH:6][C:5]([CH3:11])=[N:4]1)[CH3:2]. (7) Given the reactants [C:1]([O:5][C:6]([NH:8][CH:9]([CH2:13][C:14]1[N:15]=[CH:16][NH:17][CH:18]=1)[C:10]([OH:12])=[O:11])=[O:7])([CH3:4])([CH3:3])[CH3:2].[CH2:19](Br)[C:20]1[CH:25]=[CH:24][CH:23]=[CH:22][CH:21]=1.C(=O)([O-])[O-].[K+].[K+], predict the reaction product. The product is: [CH2:19]([O:11][C:10](=[O:12])[CH:9]([NH:8][C:6]([O:5][C:1]([CH3:4])([CH3:2])[CH3:3])=[O:7])[CH2:13][C:14]1[N:15]=[CH:16][N:17]([CH2:19][C:20]2[CH:25]=[CH:24][CH:23]=[CH:22][CH:21]=2)[CH:18]=1)[C:20]1[CH:25]=[CH:24][CH:23]=[CH:22][CH:21]=1. (8) Given the reactants [Br:1][C:2]1[CH:23]=[CH:22][C:5](/[CH:6]=[CH:7]/[C@H:8]2[CH2:12][O:11]C(C)(C)[N:9]2C(OC(C)(C)C)=O)=[CH:4][CH:3]=1.FC(F)(F)C(O)=O, predict the reaction product. The product is: [NH2:9][C@@H:8](/[CH:7]=[CH:6]/[C:5]1[CH:4]=[CH:3][C:2]([Br:1])=[CH:23][CH:22]=1)[CH2:12][OH:11]. (9) Given the reactants [NH2:1][CH:2]1[C:14](=[O:15])[N:4]2[C:5]([C:11]([OH:13])=[O:12])=[C:6]([CH:9]=[CH2:10])[CH2:7][S:8][C@H:3]12.[CH2:16](N(CC)CC)C.[NH2:23][C:24]1[S:25][CH:26]=[C:27](/[C:29](=[N:43]/[O:44]C(C2C=CC=CC=2)(C2C=CC=CC=2)C2C=CC=CC=2)/[C:30](O[C:33]2[C:38]3N=C(S)S[C:37]=3[CH:36]=[CH:35][CH:34]=2)=[O:31])[N:28]=1, predict the reaction product. The product is: [CH:5]1([NH:4][CH2:14][CH2:2][NH:1][CH:33]2[CH2:38][CH2:37][CH2:36][CH2:35][CH2:34]2)[CH2:6][CH2:9][CH2:10][CH2:16][CH2:11]1.[NH2:23][C:24]1[S:25][CH:26]=[C:27](/[C:29](=[N:43]/[OH:44])/[C:30]([NH:1][C@@H:2]2[C:14](=[O:15])[N:4]3[C:5]([C:11]([OH:13])=[O:12])=[C:6]([CH:9]=[CH2:10])[CH2:7][S:8][C@H:3]23)=[O:31])[N:28]=1.